From a dataset of Forward reaction prediction with 1.9M reactions from USPTO patents (1976-2016). Predict the product of the given reaction. (1) Given the reactants [CH3:1][C:2]1[CH:7]=[CH:6][CH:5]=[C:4]([C:8]2[NH:9][N:10]=[C:11]([CH:13]3[CH2:18][CH2:17][NH:16][CH2:15][CH2:14]3)[N:12]=2)[N:3]=1.C1([C:22]2[CH:29]=[C:28]([C:30]3[C:35]([C:36]4[CH:41]=[CH:40][C:39]([F:42])=[CH:38][CH:37]=4)=[CH:34][N:33]4[N:43]=[CH:44][N:45]=[C:32]4[N:31]=3)[CH:27]=[CH:26][C:23]=2[CH:24]=O)CC1.[BH-](O[C:56]([CH3:58])=O)(OC(C)=O)OC(C)=O.[Na+].[C:60]([O-])(O)=O.[Na+], predict the reaction product. The product is: [CH:58]1([C:44]2[N:45]=[C:32]3[N:31]=[C:30]([C:28]4[CH:29]=[CH:22][C:23]([CH2:24][N:16]5[CH2:17][CH2:18][CH:13]([C:11]6[N:12]=[C:8]([C:4]7[CH:5]=[CH:6][CH:7]=[C:2]([CH3:1])[N:3]=7)[NH:9][N:10]=6)[CH2:14][CH2:15]5)=[CH:26][CH:27]=4)[C:35]([C:36]4[CH:37]=[CH:38][C:39]([F:42])=[CH:40][CH:41]=4)=[CH:34][N:33]3[N:43]=2)[CH2:56][CH2:60]1. (2) Given the reactants [CH2:1]([O:3][CH:4](OCC)[C:5]([O:7][CH2:8][CH3:9])=[O:6])[CH3:2].C([Cl:16])(=O)C.II, predict the reaction product. The product is: [Cl:16][CH2:2][CH2:1][O:3][CH2:4][C:5]([O:7][CH2:8][CH3:9])=[O:6].